This data is from Forward reaction prediction with 1.9M reactions from USPTO patents (1976-2016). The task is: Predict the product of the given reaction. Given the reactants [F-].C([N+](CCCC)(CCCC)CCCC)CCC.O1CCCC1.[Si]([O:41][C@@H:42]1[C@@H:46]([CH2:47][O:48][Si](C(C)(C)C)(C2C=CC=CC=2)C2C=CC=CC=2)[S:45][CH:44]([N:66]2[CH:73]=[CH:72][C:70]([NH2:71])=[N:69][C:67]2=[O:68])[C@H:43]1[F:74])(C(C)(C)C)(C1C=CC=CC=1)C1C=CC=CC=1, predict the reaction product. The product is: [F:74][C@H:43]1[C@H:42]([OH:41])[C@@H:46]([CH2:47][OH:48])[S:45][CH:44]1[N:66]1[CH:73]=[CH:72][C:70]([NH2:71])=[N:69][C:67]1=[O:68].